From a dataset of Reaction yield outcomes from USPTO patents with 853,638 reactions. Predict the reaction yield, written as a fraction of the theoretical maximum amount of product (1.0 means a 100% yield; for example, 0.34 means a 34% yield). (1) The yield is 0.890. The product is [CH3:1][C:2]1([CH3:13])[C:11]2[C:6](=[CH:7][CH:8]=[C:9]([CH3:12])[CH:10]=2)[C:5](=[O:15])[CH2:4][CH2:3]1. The reactants are [CH3:1][C:2]1([CH3:13])[C:11]2[C:6](=[CH:7][CH:8]=[C:9]([CH3:12])[CH:10]=2)[CH2:5][CH2:4][CH2:3]1.Br([O-])(=O)=[O:15].[K+].[N+]([O-])([O-])=O.[NH4+].[Ce]. The catalyst is O.O1CCOCC1.C(OCC)(=O)C. (2) The reactants are [Cl:1][C:2]1[CH:3]=[C:4]([C:9]([C:11]2[C:16]([CH:17]([CH3:19])[CH3:18])=[C:15]([O:20]C)[N:14]=[C:13]([O:22]C)[N:12]=2)=[O:10])[CH:5]=[C:6]([CH3:8])[CH:7]=1.Cl. No catalyst specified. The product is [Cl:1][C:2]1[CH:3]=[C:4]([CH:5]=[C:6]([CH3:8])[CH:7]=1)[C:9]([C:11]1[NH:12][C:13](=[O:22])[NH:14][C:15](=[O:20])[C:16]=1[CH:17]([CH3:18])[CH3:19])=[O:10]. The yield is 0.970. (3) The yield is 0.630. The product is [C:1]([O:14][CH2:10][C@H:11]([OH:13])[CH3:12])(=[O:8])[C:2]1[CH:7]=[CH:6][CH:5]=[CH:4][CH:3]=1. The catalyst is ClCCl. The reactants are [C:1](Cl)(=[O:8])[C:2]1[CH:7]=[CH:6][CH:5]=[CH:4][CH:3]=1.[CH2:10]([OH:14])[C@H:11]([OH:13])[CH3:12].N1C(C)=CC(C)=CC=1C. (4) The reactants are [NH2:1][C:2]1[CH:3]=[CH:4][C:5]([CH3:22])=[C:6]([NH:8][C:9]2[N:10]=[CH:11][C:12]3[N:17]=[C:16]([NH:18][C:19](=[O:21])[CH3:20])[S:15][C:13]=3[N:14]=2)[CH:7]=1.[C:23]([CH2:25][CH2:26][C:27]1[CH:28]=[C:29]([CH:33]=[CH:34][CH:35]=1)[C:30](O)=[O:31])#[N:24].F[P-](F)(F)(F)(F)F.N1(OC(N(C)C)=[N+](C)C)C2N=CC=CC=2N=N1.C(=O)([O-])O.[Na+]. The catalyst is N1C=CC=CC=1. The product is [C:19]([NH:18][C:16]1[S:15][C:13]2[N:14]=[C:9]([NH:8][C:6]3[CH:7]=[C:2]([NH:1][C:30](=[O:31])[C:29]4[CH:33]=[CH:34][CH:35]=[C:27]([CH2:26][CH2:25][C:23]#[N:24])[CH:28]=4)[CH:3]=[CH:4][C:5]=3[CH3:22])[N:10]=[CH:11][C:12]=2[N:17]=1)(=[O:21])[CH3:20]. The yield is 0.650. (5) The reactants are [NH:1]1[CH2:5][CH2:4][CH2:3][CH2:2]1.[CH3:6][C:7]([CH3:9])=O.[C-:10]#[N:11].[K+]. The catalyst is O. The product is [CH3:6][C:7]([N:1]1[CH2:5][CH2:4][CH2:3][CH2:2]1)([CH3:9])[C:10]#[N:11]. The yield is 0.780. (6) The reactants are [N:1]1([C:6]2[CH:16]=[C:10]([C:11]([O:13][CH2:14][CH3:15])=[O:12])[C:9]([OH:17])=[CH:8][CH:7]=2)[CH:5]=[CH:4][CH:3]=[CH:2]1.Cl[C:19]1[C:28]2[C:23](=[CH:24][C:25]([O:31][CH3:32])=[C:26]([O:29][CH3:30])[CH:27]=2)[N:22]=[CH:21][CH:20]=1. The catalyst is CN(C)C1C=CN=CC=1.ClC1C=CC=CC=1Cl. The product is [CH3:30][O:29][C:26]1[CH:27]=[C:28]2[C:23](=[CH:24][C:25]=1[O:31][CH3:32])[N:22]=[CH:21][CH:20]=[C:19]2[O:17][C:9]1[CH:8]=[CH:7][C:6]([N:1]2[CH:5]=[CH:4][CH:3]=[CH:2]2)=[CH:16][C:10]=1[C:11]([O:13][CH2:14][CH3:15])=[O:12]. The yield is 0.150. (7) The reactants are Cl[C:2]1[C:11]2[C:6](=[C:7]([F:13])[C:8]([CH3:12])=[CH:9][CH:10]=2)[N:5]=[C:4]([C:14]([O:16][CH3:17])=[O:15])[CH:3]=1.[F:18][C:19]1[CH:24]=[CH:23][C:22](B(O)O)=[CH:21][CH:20]=1.CCO.C(=O)([O-])[O-].[Na+].[Na+]. The catalyst is C1(C)C=CC=CC=1.C1C=CC([P]([Pd]([P](C2C=CC=CC=2)(C2C=CC=CC=2)C2C=CC=CC=2)([P](C2C=CC=CC=2)(C2C=CC=CC=2)C2C=CC=CC=2)[P](C2C=CC=CC=2)(C2C=CC=CC=2)C2C=CC=CC=2)(C2C=CC=CC=2)C2C=CC=CC=2)=CC=1. The product is [F:13][C:7]1[C:8]([CH3:12])=[CH:9][CH:10]=[C:11]2[C:6]=1[N:5]=[C:4]([C:14]([O:16][CH3:17])=[O:15])[CH:3]=[C:2]2[C:22]1[CH:23]=[CH:24][C:19]([F:18])=[CH:20][CH:21]=1. The yield is 0.810.